Task: Predict the reactants needed to synthesize the given product.. Dataset: Full USPTO retrosynthesis dataset with 1.9M reactions from patents (1976-2016) (1) Given the product [Cl:1][C:2]1[CH:3]=[CH:4][C:5]([CH3:23])=[C:6]([C:8]2[NH:9][C:10]([C:15]3[CH:20]=[CH:19][N:18]=[C:17]([NH:21][CH3:22])[N:16]=3)=[CH:11][C:12]=2[C:13]([NH2:14])=[O:26])[CH:7]=1, predict the reactants needed to synthesize it. The reactants are: [Cl:1][C:2]1[CH:3]=[CH:4][C:5]([CH3:23])=[C:6]([C:8]2[NH:9][C:10]([C:15]3[CH:20]=[CH:19][N:18]=[C:17]([NH:21][CH3:22])[N:16]=3)=[CH:11][C:12]=2[C:13]#[N:14])[CH:7]=1.O.S(=O)(=O)(O)[OH:26].N. (2) Given the product [ClH:7].[F:18][C:19]1[CH:24]=[CH:23][C:22]([C:25]2[N:26]=[C:27]([CH:37]3[CH2:38][CH2:39][N:40]([C:8]4[C:9]5[CH2:16][C:15](=[O:17])[NH:14][C:10]=5[N:11]=[CH:12][N:13]=4)[CH2:41][CH2:42]3)[N:28]([C@@H:30]3[CH2:35][CH2:34][CH2:33][N:32]([CH3:36])[CH2:31]3)[CH:29]=2)=[CH:21][C:20]=1[C:43]([F:46])([F:44])[F:45], predict the reactants needed to synthesize it. The reactants are: CC(C)([O-])C.[K+].[Cl:7][C:8]1[C:9]2[CH2:16][C:15](=[O:17])[NH:14][C:10]=2[N:11]=[CH:12][N:13]=1.[F:18][C:19]1[CH:24]=[CH:23][C:22]([C:25]2[N:26]=[C:27]([CH:37]3[CH2:42][CH2:41][NH:40][CH2:39][CH2:38]3)[N:28]([C@@H:30]3[CH2:35][CH2:34][CH2:33][N:32]([CH3:36])[CH2:31]3)[CH:29]=2)=[CH:21][C:20]=1[C:43]([F:46])([F:45])[F:44]. (3) Given the product [N+:1]([C:4]1[CH:5]=[C:6](/[CH:7]=[CH:8]/[C:13]2[CH:14]=[N:15][CH:16]=[CH:17][CH:18]=2)[CH:9]=[CH:10][CH:11]=1)([O-:3])=[O:2], predict the reactants needed to synthesize it. The reactants are: [N+:1]([C:4]1[CH:5]=[C:6]([CH:9]=[CH:10][CH:11]=1)[CH:7]=[CH2:8])([O-:3])=[O:2].Br[C:13]1[CH:14]=[N:15][CH:16]=[CH:17][CH:18]=1.C(=O)(O)[O-].[Na+]. (4) Given the product [F:1][C:2]1[C:7]2[N:8]=[CH:9][S:10][C:6]=2[CH:5]=[C:4]([C:11]([NH:29][O:28][CH2:27][CH2:26][O:25][CH:23]=[CH2:24])=[O:13])[C:3]=1[NH:14][C:15]1[CH:20]=[CH:19][C:18]([I:21])=[CH:17][C:16]=1[F:22], predict the reactants needed to synthesize it. The reactants are: [F:1][C:2]1[C:7]2[N:8]=[CH:9][S:10][C:6]=2[CH:5]=[C:4]([C:11]([OH:13])=O)[C:3]=1[NH:14][C:15]1[CH:20]=[CH:19][C:18]([I:21])=[CH:17][C:16]=1[F:22].[CH:23]([O:25][CH2:26][CH2:27][O:28][NH2:29])=[CH2:24]. (5) Given the product [CH3:36][C:33]([C:21]1[C:22]([C:24]2[CH:29]=[C:28]([O:30][CH3:31])[CH:27]=[CH:26][C:25]=2[F:32])=[CH:23][C:18]([CH2:17][O:1][C:2]2[CH:3]=[CH:4][C:5]([CH2:8][C@@H:9]([CH3:15])[C:10]([OH:12])=[O:11])=[CH:6][CH:7]=2)=[CH:19][CH:20]=1)([CH3:34])[CH3:35], predict the reactants needed to synthesize it. The reactants are: [OH:1][C:2]1[CH:7]=[CH:6][C:5]([CH2:8][C@@H:9]([CH3:15])[C:10]([O:12]CC)=[O:11])=[CH:4][CH:3]=1.Cl[CH2:17][C:18]1[CH:19]=[CH:20][C:21]([C:33]([CH3:36])([CH3:35])[CH3:34])=[C:22]([C:24]2[CH:29]=[C:28]([O:30][CH3:31])[CH:27]=[CH:26][C:25]=2[F:32])[CH:23]=1.C(=O)([O-])[O-].[Cs+].[Cs+].[OH-].[Li+]. (6) Given the product [N+:16]([C:12]1[CH:11]=[C:10](/[CH:2]=[CH:1]/[C:3]2[CH:8]=[CH:7][CH:6]=[CH:5][N:4]=2)[CH:15]=[CH:14][CH:13]=1)([O-:18])=[O:17], predict the reactants needed to synthesize it. The reactants are: [CH:1]([C:3]1[CH:8]=[CH:7][CH:6]=[CH:5][N:4]=1)=[CH2:2].Br[C:10]1[CH:15]=[CH:14][CH:13]=[C:12]([N+:16]([O-:18])=[O:17])[CH:11]=1.CC([O-])=O.[Na+].C1C=CC(P(C2C=CC=CC=2)C2C=CC=CC=2)=CC=1. (7) Given the product [F:15][C:16]1[CH:30]=[C:29]([CH2:31][O:32][C:2]2[CH:3]=[C:4]3[N:11]([CH3:12])[CH2:10][CH2:9][N:5]3[C:6](=[O:8])[N:7]=2)[CH:28]=[C:27]([F:33])[C:17]=1[O:18][C:19]1[CH:20]=[C:21]([CH:24]=[CH:25][CH:26]=1)[C:22]#[N:23], predict the reactants needed to synthesize it. The reactants are: Cl[C:2]1[CH:3]=[C:4]2[N:11]([CH3:12])[CH2:10][CH2:9][N:5]2[C:6](=[O:8])[N:7]=1.[H-].[Na+].[F:15][C:16]1[CH:30]=[C:29]([CH2:31][OH:32])[CH:28]=[C:27]([F:33])[C:17]=1[O:18][C:19]1[CH:20]=[C:21]([CH:24]=[CH:25][CH:26]=1)[C:22]#[N:23]. (8) Given the product [NH2:22][CH2:21][C:3]1[N:4]=[CH:5][C:6]([NH:8][C:9]2[CH:14]=[CH:13][C:12]([O:15][CH3:16])=[CH:11][C:10]=2[C:17]([F:20])([F:18])[F:19])=[CH:7][C:2]=1[Cl:1], predict the reactants needed to synthesize it. The reactants are: [Cl:1][C:2]1[C:3]([C:21]#[N:22])=[N:4][CH:5]=[C:6]([NH:8][C:9]2[CH:14]=[CH:13][C:12]([O:15][CH3:16])=[CH:11][C:10]=2[C:17]([F:20])([F:19])[F:18])[CH:7]=1.